Dataset: Reaction yield outcomes from USPTO patents with 853,638 reactions. Task: Predict the reaction yield, written as a fraction of the theoretical maximum amount of product (1.0 means a 100% yield; for example, 0.34 means a 34% yield). The reactants are Cl.[NH2:2][CH2:3][CH:4]([OH:13])[CH2:5][O:6][C:7]1[CH:12]=[CH:11][CH:10]=[CH:9][CH:8]=1.Cl[CH2:15][C:16]([N:18]1[CH2:22][CH2:21][CH2:20][CH:19]1[C:23]#[N:24])=[O:17].C(N(CC)CC)C. The catalyst is ClCCl. The product is [OH:13][CH:4]([CH2:5][O:6][C:7]1[CH:12]=[CH:11][CH:10]=[CH:9][CH:8]=1)[CH2:3][NH:2][CH2:15][C:16]([N:18]1[CH2:22][CH2:21][CH2:20][CH:19]1[C:23]#[N:24])=[O:17]. The yield is 0.336.